The task is: Predict which catalyst facilitates the given reaction.. This data is from Catalyst prediction with 721,799 reactions and 888 catalyst types from USPTO. (1) Reactant: [NH2:1][C:2]1[N:7]=[CH:6][C:5]([C:8]2[CH:9]=[C:10]([OH:14])[CH:11]=[CH:12][CH:13]=2)=[CH:4][C:3]=1[C:15]1[S:16][C:17]2[CH:23]=[CH:22][CH:21]=[CH:20][C:18]=2[N:19]=1.C(=O)([O-])[O-].[K+].[K+].[CH3:30][O:31][C:32](=[O:35])[CH2:33]Cl.CCOC(C)=O. Product: [NH2:1][C:2]1[N:7]=[CH:6][C:5]([C:8]2[CH:9]=[C:10]([CH:11]=[CH:12][CH:13]=2)[O:14][CH2:33][C:32]([O:31][CH3:30])=[O:35])=[CH:4][C:3]=1[C:15]1[S:16][C:17]2[CH:23]=[CH:22][CH:21]=[CH:20][C:18]=2[N:19]=1. The catalyst class is: 3. (2) Reactant: Cl[C:2]1[CH:7]=[C:6]([O:8][CH3:9])[N:5]=[C:4]([S:10][CH2:11][C:12]2[CH:17]=[CH:16][CH:15]=[C:14]([F:18])[C:13]=2[F:19])[N:3]=1.C1(P(C2CCCCC2)C2C=CC=CC=2C2C(C(C)C)=CC(C(C)C)=CC=2C(C)C)CCCCC1.C(=O)([O-])[O-].[Cs+].[Cs+].[N:60]1([CH:65]2[CH2:70][CH2:69][N:68]([S:71]([NH2:74])(=[O:73])=[O:72])[CH2:67][CH2:66]2)[CH2:64][CH2:63][CH2:62][CH2:61]1. Product: [F:19][C:13]1[C:14]([F:18])=[CH:15][CH:16]=[CH:17][C:12]=1[CH2:11][S:10][C:4]1[N:3]=[C:2]([NH:74][S:71]([N:68]2[CH2:67][CH2:66][CH:65]([N:60]3[CH2:61][CH2:62][CH2:63][CH2:64]3)[CH2:70][CH2:69]2)(=[O:72])=[O:73])[CH:7]=[C:6]([O:8][CH3:9])[N:5]=1. The catalyst class is: 110. (3) Reactant: [CH2:1]([O:8][C:9]1[CH:10]=[CH:11][C:12](Br)=[N:13][CH:14]=1)[C:2]1[CH:7]=[CH:6][CH:5]=[CH:4][CH:3]=1.CON(C)[C:19](=[O:21])[CH3:20].[Li]CCCC. Product: [CH2:1]([O:8][C:9]1[CH:10]=[CH:11][C:12]([C:19](=[O:21])[CH3:20])=[N:13][CH:14]=1)[C:2]1[CH:7]=[CH:6][CH:5]=[CH:4][CH:3]=1. The catalyst class is: 1. (4) Reactant: [CH2:1]([O:3][C:4]([N:6]1[CH2:11][CH2:10][CH:9]([NH2:12])[C:8]([CH3:14])([CH3:13])[CH2:7]1)=[O:5])[CH3:2].[H-].[Na+].[Cl:17][C:18]1[CH:19]=[C:20]2[C:25](=[CH:26][CH:27]=1)[O:24][C:23](=[O:28])[CH:22]=[C:21]2OS(C(F)(F)F)(=O)=O. Product: [CH2:1]([O:3][C:4]([N:6]1[CH2:11][CH2:10][CH:9]([NH:12][C:21]2[C:20]3[C:25](=[CH:26][CH:27]=[C:18]([Cl:17])[CH:19]=3)[O:24][C:23](=[O:28])[CH:22]=2)[C:8]([CH3:13])([CH3:14])[CH2:7]1)=[O:5])[CH3:2]. The catalyst class is: 3. (5) Reactant: [CH3:1][C:2]1[C:9]([C:10]2[S:11][C:12]([C:21]([NH2:23])=O)=[C:13]([C:15]3[CH:20]=[CH:19][CH:18]=[CH:17][CH:16]=3)[N:14]=2)=[C:5]2[S:6][CH:7]=[CH:8][N:4]2[N:3]=1.COC1C=CC(P2(=S)SP(C3C=CC(OC)=CC=3)(=S)[S:33]2)=CC=1.CCOC(C)=O.Cl. Product: [CH3:1][C:2]1[C:9]([C:10]2[S:11][C:12]([C:21](=[S:33])[NH2:23])=[C:13]([C:15]3[CH:20]=[CH:19][CH:18]=[CH:17][CH:16]=3)[N:14]=2)=[C:5]2[S:6][CH:7]=[CH:8][N:4]2[N:3]=1. The catalyst class is: 57. (6) Reactant: [Br:1][C:2]1[CH:23]=[CH:22][C:5]([CH2:6][N:7]2[C:11]([CH:12]([OH:14])[CH3:13])=[C:10]([Cl:15])[N:9]=[C:8]2[C:16]2[CH:21]=[CH:20][CH:19]=[CH:18][CH:17]=2)=[CH:4][CH:3]=1.C([O-])(O)=O.[Na+]. Product: [Br:1][C:2]1[CH:3]=[CH:4][C:5]([CH2:6][N:7]2[C:11]([C:12](=[O:14])[CH3:13])=[C:10]([Cl:15])[N:9]=[C:8]2[C:16]2[CH:17]=[CH:18][CH:19]=[CH:20][CH:21]=2)=[CH:22][CH:23]=1. The catalyst class is: 86. (7) Reactant: F[C:2]1[CH:18]=[CH:17][C:5]([O:6][CH2:7][C:8]2[S:9][C:10]3[CH:16]=[CH:15][CH:14]=[CH:13][C:11]=3[N:12]=2)=[CH:4][C:3]=1[N+:19]([O-:21])=[O:20].Cl.[Br:23][C:24]1[CH:31]=[CH:30][C:27]([CH2:28][NH2:29])=[CH:26][CH:25]=1.CCN(C(C)C)C(C)C. Product: [S:9]1[C:10]2[CH:16]=[CH:15][CH:14]=[CH:13][C:11]=2[N:12]=[C:8]1[CH2:7][O:6][C:5]1[CH:17]=[CH:18][C:2]([NH:29][CH2:28][C:27]2[CH:30]=[CH:31][C:24]([Br:23])=[CH:25][CH:26]=2)=[C:3]([N+:19]([O-:21])=[O:20])[CH:4]=1. The catalyst class is: 10.